This data is from Peptide-MHC class II binding affinity with 134,281 pairs from IEDB. The task is: Regression. Given a peptide amino acid sequence and an MHC pseudo amino acid sequence, predict their binding affinity value. This is MHC class II binding data. (1) The peptide sequence is NVWEVKSSKPLVGPF. The MHC is DRB1_1101 with pseudo-sequence DRB1_1101. The binding affinity (normalized) is 0.341. (2) The peptide sequence is NRQIMDNSAKYVEHD. The MHC is DRB1_0301 with pseudo-sequence DRB1_0301. The binding affinity (normalized) is 0.396. (3) The peptide sequence is AGGLLEQAAAVEEAS. The MHC is DRB1_0101 with pseudo-sequence DRB1_0101. The binding affinity (normalized) is 0.408. (4) The peptide sequence is VDRDTARRHLAEGKV. The MHC is DRB5_0101 with pseudo-sequence DRB5_0101. The binding affinity (normalized) is 0.571. (5) The peptide sequence is ASTVHATATIPLQAS. The MHC is DRB1_0301 with pseudo-sequence DRB1_0301. The binding affinity (normalized) is 0.389.